This data is from Catalyst prediction with 721,799 reactions and 888 catalyst types from USPTO. The task is: Predict which catalyst facilitates the given reaction. (1) Reactant: [C:1]([O:5][C:6]([N:8]1[CH2:17][CH2:16][C:15]2[N:14]([CH2:18][C:19]3[CH:24]=[CH:23][C:22]([NH2:25])=[CH:21][CH:20]=3)[N:13]=[C:12]([C:26]3[CH:31]=[CH:30][CH:29]=[CH:28][CH:27]=3)[C:11]=2[CH2:10][CH2:9]1)=[O:7])([CH3:4])([CH3:3])[CH3:2].C(N(CC)CC)C.[CH3:39][S:40](Cl)(=[O:42])=[O:41]. The catalyst class is: 3. Product: [C:1]([O:5][C:6]([N:8]1[CH2:17][CH2:16][C:15]2[N:14]([CH2:18][C:19]3[CH:20]=[CH:21][C:22]([NH:25][S:40]([CH3:39])(=[O:42])=[O:41])=[CH:23][CH:24]=3)[N:13]=[C:12]([C:26]3[CH:31]=[CH:30][CH:29]=[CH:28][CH:27]=3)[C:11]=2[CH2:10][CH2:9]1)=[O:7])([CH3:4])([CH3:2])[CH3:3]. (2) Product: [F:1][C:2]1[CH:22]=[CH:21][CH:20]=[CH:19][C:3]=1[CH2:4][N:5]1[C:9]([C:10]([N:12]=[C:24]=[O:25])=[O:11])=[CH:8][C:7]([C:13]2[N:18]=[CH:17][CH:16]=[CH:15][N:14]=2)=[N:6]1. The catalyst class is: 26. Reactant: [F:1][C:2]1[CH:22]=[CH:21][CH:20]=[CH:19][C:3]=1[CH2:4][N:5]1[C:9]([C:10]([NH2:12])=[O:11])=[CH:8][C:7]([C:13]2[N:18]=[CH:17][CH:16]=[CH:15][N:14]=2)=[N:6]1.C(Cl)(=O)[C:24](Cl)=[O:25]. (3) Reactant: [F:1][C:2]1[CH:21]=[CH:20][C:5]2[C:6]([C:9]3[CH:14]=[CH:13][C:12]([O:15][CH2:16][C@H:17]4[CH2:19][O:18]4)=[CH:11][CH:10]=3)=[N:7][O:8][C:4]=2[CH:3]=1.[C:22]1([CH:28]2[CH2:33][CH2:32][NH:31][CH2:30][CH2:29]2)[CH:27]=[CH:26][CH:25]=[CH:24][CH:23]=1. Product: [F:1][C:2]1[CH:21]=[CH:20][C:5]2[C:6]([C:9]3[CH:14]=[CH:13][C:12]([O:15][CH2:16][C@H:17]([OH:18])[CH2:19][N:31]4[CH2:32][CH2:33][CH:28]([C:22]5[CH:27]=[CH:26][CH:25]=[CH:24][CH:23]=5)[CH2:29][CH2:30]4)=[CH:11][CH:10]=3)=[N:7][O:8][C:4]=2[CH:3]=1. The catalyst class is: 737. (4) Reactant: [C:1]([C:5]1[O:9][N:8]=[C:7]([NH:10][C:11]([NH:13][C:14]2[CH:19]=[CH:18][CH:17]=[C:16]([O:20][C:21]3[C:30]4[C:25](=[CH:26][C:27]([O:33][CH2:34][CH2:35][CH2:36]Cl)=[C:28]([O:31][CH3:32])[CH:29]=4)[N:24]=[CH:23][N:22]=3)[CH:15]=2)=[O:12])[CH:6]=1)([CH3:4])([CH3:3])[CH3:2].[CH3:38][N:39]1[CH2:44][CH2:43][NH:42][CH2:41][CH2:40]1.C(N(C(C)C)CC)(C)C. Product: [C:1]([C:5]1[O:9][N:8]=[C:7]([NH:10][C:11]([NH:13][C:14]2[CH:19]=[CH:18][CH:17]=[C:16]([O:20][C:21]3[C:30]4[C:25](=[CH:26][C:27]([O:33][CH2:34][CH2:35][CH2:36][N:42]5[CH2:43][CH2:44][N:39]([CH3:38])[CH2:40][CH2:41]5)=[C:28]([O:31][CH3:32])[CH:29]=4)[N:24]=[CH:23][N:22]=3)[CH:15]=2)=[O:12])[CH:6]=1)([CH3:4])([CH3:3])[CH3:2]. The catalyst class is: 589. (5) Reactant: C(O)(C(F)(F)F)=O.[F:8][C:9]1[CH:14]=[CH:13][C:12]([C:15]2[O:37][C:18]3=[N:19][CH:20]=[C:21]([C:23]4[CH:24]=[C:25]([CH:33]=[CH:34][C:35]=4[CH3:36])[C:26]([O:28]C(C)(C)C)=O)[CH:22]=[C:17]3[C:16]=2[C:38](=[O:41])[NH:39][CH3:40])=[CH:11][CH:10]=1.CCN(C(C)C)C(C)C.Cl.[N:52]1[CH:57]=[CH:56][CH:55]=[N:54][C:53]=1[C:58]1([NH2:61])[CH2:60][CH2:59]1.CN(C(ON1N=NC2C=CC=NC1=2)=[N+](C)C)C.F[P-](F)(F)(F)(F)F. Product: [F:8][C:9]1[CH:14]=[CH:13][C:12]([C:15]2[O:37][C:18]3=[N:19][CH:20]=[C:21]([C:23]4[CH:24]=[C:25]([C:26](=[O:28])[NH:61][C:58]5([C:53]6[N:54]=[CH:55][CH:56]=[CH:57][N:52]=6)[CH2:60][CH2:59]5)[CH:33]=[CH:34][C:35]=4[CH3:36])[CH:22]=[C:17]3[C:16]=2[C:38]([NH:39][CH3:40])=[O:41])=[CH:11][CH:10]=1. The catalyst class is: 26. (6) Reactant: [NH3:1].Cl[C:3]1[C:8]([N+:9]([O-:11])=[O:10])=[CH:7][C:6]([CH3:12])=[C:5]([C:13]2[CH:18]=[CH:17][C:16]([O:19][C:20]([F:23])([F:22])[F:21])=[CH:15][C:14]=2[O:24][CH3:25])[N:4]=1. Product: [CH3:25][O:24][C:14]1[CH:15]=[C:16]([O:19][C:20]([F:23])([F:22])[F:21])[CH:17]=[CH:18][C:13]=1[C:5]1[N:4]=[C:3]([NH2:1])[C:8]([N+:9]([O-:11])=[O:10])=[CH:7][C:6]=1[CH3:12]. The catalyst class is: 5.